This data is from Reaction yield outcomes from USPTO patents with 853,638 reactions. The task is: Predict the reaction yield, written as a fraction of the theoretical maximum amount of product (1.0 means a 100% yield; for example, 0.34 means a 34% yield). (1) The reactants are [C-:1]#[N:2].[Na+].[Cl-].[NH4+:5].N.CO.[CH3:9][C:10]([CH3:20])([CH3:19])[CH2:11][CH2:12][N:13]1[CH2:17][CH2:16][C:15](=O)[CH2:14]1.[O-]S([O-])(=O)=O.[Mg+2]. No catalyst specified. The product is [NH2:5][C:15]1([C:1]#[N:2])[CH2:16][CH2:17][N:13]([CH2:12][CH2:11][C:10]([CH3:20])([CH3:19])[CH3:9])[CH2:14]1. The yield is 0.510. (2) The reactants are [C:1]1([N:7]([C:17]2[CH:22]=[CH:21][CH:20]=[CH:19][CH:18]=2)[C:8]2[CH:13]=[CH:12][C:11](B(O)O)=[CH:10][CH:9]=2)[CH:6]=[CH:5][CH:4]=[CH:3][CH:2]=1.[Br:23][C:24]1[CH:25]=[CH:26][C:27](I)=[N:28][CH:29]=1.C([O-])([O-])=O.[Na+].[Na+].O. The catalyst is C1C=CC([P]([Pd]([P](C2C=CC=CC=2)(C2C=CC=CC=2)C2C=CC=CC=2)([P](C2C=CC=CC=2)(C2C=CC=CC=2)C2C=CC=CC=2)[P](C2C=CC=CC=2)(C2C=CC=CC=2)C2C=CC=CC=2)(C2C=CC=CC=2)C2C=CC=CC=2)=CC=1.O1CCCC1. The product is [Br:23][C:24]1[CH:25]=[CH:26][C:27]([C:11]2[CH:12]=[CH:13][C:8]([N:7]([C:1]3[CH:6]=[CH:5][CH:4]=[CH:3][CH:2]=3)[C:17]3[CH:22]=[CH:21][CH:20]=[CH:19][CH:18]=3)=[CH:9][CH:10]=2)=[N:28][CH:29]=1. The yield is 0.980. (3) The reactants are [H][H].C([N:10]1[CH2:15][CH2:14][CH:13]([N:16]2[C:20]([F:21])=[C:19]([C:22]3[C:23]([O:37][CH:38]4[CH2:41][CH2:40][CH2:39]4)=[C:24]4[C:29](=[CH:30][CH:31]=3)[N:28]([C:32]([O:34][CH3:35])=[O:33])[C@@H:27]([CH3:36])[CH2:26][CH2:25]4)[CH:18]=[N:17]2)[CH2:12][CH2:11]1)C1C=CC=CC=1.[3H][3H]. The catalyst is CO.[OH-].[OH-].[Pd+2]. The product is [CH:38]1([O:37][C:23]2[C:22]([C:19]3[CH:18]=[N:17][N:16]([CH:13]4[CH2:14][CH2:15][NH:10][CH2:11][CH2:12]4)[C:20]=3[F:21])=[CH:31][CH:30]=[C:29]3[C:24]=2[CH2:25][CH2:26][C@H:27]([CH3:36])[N:28]3[C:32]([O:34][CH3:35])=[O:33])[CH2:39][CH2:40][CH2:41]1. The yield is 0.580. (4) The reactants are C(N(S(F)(F)[F:7])CC)C.[CH2:10]([N:17]1[CH2:22][CH2:21][N:20]([CH3:23])[CH:19]([CH2:24]O)[CH2:18]1)[C:11]1[CH:16]=[CH:15][CH:14]=[CH:13][CH:12]=1. The catalyst is C(Cl)Cl.C([O-])(O)=O.[Na+]. The product is [CH2:10]([N:17]1[CH2:22][CH2:21][N:20]([CH3:23])[CH:19]([CH2:24][F:7])[CH2:18]1)[C:11]1[CH:16]=[CH:15][CH:14]=[CH:13][CH:12]=1. The yield is 0.330. (5) The reactants are [Si:1]([O:8][C@H:9]([CH2:19][CH2:20][CH2:21][OH:22])[CH2:10][CH:11]([CH3:18])[C:12]([N:14]([O:16][CH3:17])[CH3:15])=[O:13])([C:4]([CH3:7])([CH3:6])[CH3:5])([CH3:3])[CH3:2].C(N(CC)CC)C.CN(CCN(C)C)C.[C:38](Cl)(=[O:43])[C:39]([CH3:42])([CH3:41])[CH3:40]. The catalyst is C(Cl)Cl. The product is [C:38]([O:22][CH2:21][CH2:20][CH2:19][C@@H:9]([O:8][Si:1]([C:4]([CH3:7])([CH3:6])[CH3:5])([CH3:3])[CH3:2])[CH2:10][CH:11]([CH3:18])[C:12]([N:14]([O:16][CH3:17])[CH3:15])=[O:13])(=[O:43])[C:39]([CH3:42])([CH3:41])[CH3:40]. The yield is 0.990. (6) The product is [CH:1]1([CH2:6][C@H:7]([CH2:23][OH:24])[C:8]([N:10]2[C@@H:14]([CH2:15][C:16]3[CH:17]=[CH:18][CH:19]=[CH:20][CH:21]=3)[CH2:13][O:12][C:11]2=[O:22])=[O:9])[CH2:2][CH2:3][CH2:4][CH2:5]1. The reactants are [CH:1]1([CH2:6][C@H:7]([CH2:23][O:24]CC2C=CC=CC=2)[C:8]([N:10]2[C@@H:14]([CH2:15][C:16]3[CH:21]=[CH:20][CH:19]=[CH:18][CH:17]=3)[CH2:13][O:12][C:11]2=[O:22])=[O:9])[CH2:5][CH2:4][CH2:3][CH2:2]1.[H][H]. The catalyst is C(O)C.CN(C=O)C.[Pd]. The yield is 1.00.